From a dataset of Reaction yield outcomes from USPTO patents with 853,638 reactions. Predict the reaction yield, written as a fraction of the theoretical maximum amount of product (1.0 means a 100% yield; for example, 0.34 means a 34% yield). The reactants are [CH:1]1([C:7]2[NH:11][C:10](=[O:12])[C:9]3([CH2:17][CH2:16][N:15]([S:18](/[CH:21]=[CH:22]/[C:23]4[C:31]5[O:30][C:29](=[O:32])[NH:28][C:27]=5[CH:26]=[CH:25][CH:24]=4)(=[O:20])=[O:19])[CH2:14][CH2:13]3)[N:8]=2)[CH2:6][CH2:5][CH2:4][CH2:3][CH2:2]1.[H][H]. The catalyst is CO.CN(C=O)C.[Pd]. The product is [CH:1]1([C:7]2[NH:11][C:10](=[O:12])[C:9]3([CH2:17][CH2:16][N:15]([S:18]([CH2:21][CH2:22][C:23]4[C:31]5[O:30][C:29](=[O:32])[NH:28][C:27]=5[CH:26]=[CH:25][CH:24]=4)(=[O:20])=[O:19])[CH2:14][CH2:13]3)[N:8]=2)[CH2:6][CH2:5][CH2:4][CH2:3][CH2:2]1. The yield is 0.830.